From a dataset of CYP2C19 inhibition data for predicting drug metabolism from PubChem BioAssay. Regression/Classification. Given a drug SMILES string, predict its absorption, distribution, metabolism, or excretion properties. Task type varies by dataset: regression for continuous measurements (e.g., permeability, clearance, half-life) or binary classification for categorical outcomes (e.g., BBB penetration, CYP inhibition). Dataset: cyp2c19_veith. The molecule is CN(C)CCNS(=O)(=O)N(C)C. The result is 0 (non-inhibitor).